Dataset: Forward reaction prediction with 1.9M reactions from USPTO patents (1976-2016). Task: Predict the product of the given reaction. (1) Given the reactants [CH2:1]([CH:8]1[CH2:13][CH2:12][N:11]([C:14](=[O:27])[C:15]([NH:17][C:18]2[CH:23]=[CH:22][C:21]([N+:24]([O-])=O)=[CH:20][CH:19]=2)=[O:16])[CH2:10][CH2:9]1)[C:2]1[CH:7]=[CH:6][CH:5]=[CH:4][CH:3]=1.[ClH:28], predict the reaction product. The product is: [ClH:28].[NH2:24][C:21]1[CH:22]=[CH:23][C:18]([NH:17][C:15](=[O:16])[C:14]([N:11]2[CH2:12][CH2:13][CH:8]([CH2:1][C:2]3[CH:3]=[CH:4][CH:5]=[CH:6][CH:7]=3)[CH2:9][CH2:10]2)=[O:27])=[CH:19][CH:20]=1. (2) Given the reactants C([O:5][C:6]([N:8]1[CH2:13][CH2:12][N:11]([C:14]2[C:23]3[C:18](=[CH:19][C:20]([Cl:24])=[CH:21][CH:22]=3)[N:17]=[C:16]([NH:25][CH2:26][CH2:27][CH3:28])[CH:15]=2)[CH2:10][CH2:9]1)=O)(C)(C)C.[C:29](O)([C:31]([F:34])(F)F)=O, predict the reaction product. The product is: [Cl:24][C:20]1[CH:19]=[C:18]2[C:23]([C:14]([N:11]3[CH2:12][CH2:13][N:8]([C:6]([NH:11][C:14]4[CH:23]=[CH:29][C:31]([F:34])=[CH:16][CH:15]=4)=[O:5])[CH2:9][CH2:10]3)=[CH:15][C:16]([NH:25][CH2:26][CH2:27][CH3:28])=[N:17]2)=[CH:22][CH:21]=1. (3) Given the reactants [NH:1]1[C:9]2[C:4](=[CH:5][CH:6]=[C:7]([C:10]([O:12][CH3:13])=[O:11])[CH:8]=2)[CH:3]=[CH:2]1.Br[CH2:15][CH2:16][O:17][C:18]1[CH:19]=[C:20]([CH:23]=[CH:24][CH:25]=1)[CH:21]=[O:22], predict the reaction product. The product is: [CH:21]([C:20]1[CH:19]=[C:18]([CH:25]=[CH:24][CH:23]=1)[O:17][CH2:16][CH2:15][N:1]1[C:9]2[C:4](=[CH:5][CH:6]=[C:7]([C:10]([O:12][CH3:13])=[O:11])[CH:8]=2)[CH:3]=[CH:2]1)=[O:22]. (4) Given the reactants [CH2:1]([NH:5][C:6]1[N:11]=[C:10]([NH:12][CH2:13][C:14]#[CH:15])[N:9]=[C:8]([Cl:16])[N:7]=1)[CH2:2][CH2:3][CH3:4].Cl.[CH3:18][O:19][NH:20][CH3:21].CON(C)C1N=C(NCCC)N=C(NCC#C)N=1, predict the reaction product. The product is: [ClH:16].[CH2:1]([NH:5][C:6]1[N:11]=[C:10]([NH:12][CH2:13][C:14]#[CH:15])[N:9]=[C:8]([N:20]([CH3:21])[O:19][CH3:18])[N:7]=1)[CH2:2][CH2:3][CH3:4]. (5) Given the reactants Cl[C:2]1[N:3]=[N:4][C:5]([C:8]2[CH:13]=[CH:12][CH:11]=[CH:10][N:9]=2)=[CH:6][CH:7]=1.[NH:14]1[CH2:19][CH2:18][NH:17][CH2:16][CH2:15]1, predict the reaction product. The product is: [N:14]1([C:2]2[N:3]=[N:4][C:5]([C:8]3[CH:13]=[CH:12][CH:11]=[CH:10][N:9]=3)=[CH:6][CH:7]=2)[CH2:19][CH2:18][NH:17][CH2:16][CH2:15]1.